Dataset: Full USPTO retrosynthesis dataset with 1.9M reactions from patents (1976-2016). Task: Predict the reactants needed to synthesize the given product. (1) Given the product [CH3:1][O:2][C:3]1[CH:4]=[C:5]2[C:10](=[CH:11][C:12]=1[O:13][CH3:14])[N:9]=[CH:8][CH:7]=[C:6]2[O:15][C:16]1[CH:22]=[CH:21][C:19]([NH:20][C:38](=[O:40])[O:54][CH:52]([C:51]2[CH:55]=[C:56]([F:60])[C:57]([F:59])=[CH:58][C:50]=2[F:49])[CH3:53])=[CH:18][CH:17]=1, predict the reactants needed to synthesize it. The reactants are: [CH3:1][O:2][C:3]1[CH:4]=[C:5]2[C:10](=[CH:11][C:12]=1[O:13][CH3:14])[N:9]=[CH:8][CH:7]=[C:6]2[O:15][C:16]1[CH:22]=[CH:21][C:19]([NH2:20])=[CH:18][CH:17]=1.C1(C)C=CC=CC=1.C(N(CC)CC)C.Cl[C:38](Cl)([O:40]C(=O)OC(Cl)(Cl)Cl)Cl.[F:49][C:50]1[CH:58]=[C:57]([F:59])[C:56]([F:60])=[CH:55][C:51]=1[CH:52]([OH:54])[CH3:53]. (2) Given the product [CH2:1]([O:3][C:4]([C:6]1[C:7]([O:26][C:27](=[O:29])[CH3:28])=[C:8]2[CH:16]=[CH:15][N:14]([CH2:17][C:18]3[CH:23]=[CH:22][CH:21]=[C:20]([F:25])[CH:19]=3)[C:9]2=[C:10]([C:12]#[N:13])[N:11]=1)=[O:5])[CH3:2], predict the reactants needed to synthesize it. The reactants are: [CH2:1]([O:3][C:4]([C:6]1[C:7]([OH:26])=[C:8]2[CH:16]=[CH:15][N:14]([CH2:17][C:18]3[CH:23]=[CH:22][C:21](F)=[C:20]([F:25])[CH:19]=3)[C:9]2=[C:10]([C:12]#[N:13])[N:11]=1)=[O:5])[CH3:2].[C:27](OC(=O)C)(=[O:29])[CH3:28].